From a dataset of Full USPTO retrosynthesis dataset with 1.9M reactions from patents (1976-2016). Predict the reactants needed to synthesize the given product. (1) Given the product [CH3:1][O:2][C:3]1[CH:11]=[C:10]([CH3:12])[CH:9]=[CH:8][C:4]=1[C:5]([NH:17][S:14]([CH3:13])(=[O:16])=[O:15])=[O:6], predict the reactants needed to synthesize it. The reactants are: [CH3:1][O:2][C:3]1[CH:11]=[C:10]([CH3:12])[CH:9]=[CH:8][C:4]=1[C:5](O)=[O:6].[CH3:13][S:14]([NH2:17])(=[O:16])=[O:15].Cl.CN(C)CCCN=C=NCC. (2) Given the product [Cl:5][C:6]1[CH:13]=[CH:12][C:9](/[CH:10]=[CH:1]/[C:2](=[O:3])/[CH:4]=[CH:10]/[C:9]2[CH:12]=[CH:13][C:6]([Cl:15])=[CH:7][CH:8]=2)=[CH:8][CH:7]=1, predict the reactants needed to synthesize it. The reactants are: [CH3:1][C:2]([CH3:4])=[O:3].[Cl:5][C:6]1[CH:13]=[CH:12][C:9]([CH:10]=O)=[CH:8][CH:7]=1.[NH4+].[Cl-:15].